The task is: Predict the reactants needed to synthesize the given product.. This data is from Full USPTO retrosynthesis dataset with 1.9M reactions from patents (1976-2016). (1) The reactants are: C(OC(=O)[N:7]([C@@H:19]1[C@@H:24]([OH:25])[C@H:23]([CH2:26][C:27]2[CH:32]=[CH:31][C:30]([NH2:33])=[C:29]([O:34][CH2:35][CH2:36][CH3:37])[CH:28]=2)[CH2:22][S:21](=[O:39])(=[O:38])[CH2:20]1)[CH2:8][C:9]1[CH:14]=[CH:13][CH:12]=[C:11]([C:15]([CH3:18])([CH3:17])[CH3:16])[CH:10]=1)(C)(C)C.C(Cl)[Cl:42].CO. Given the product [ClH:42].[NH2:33][C:30]1[CH:31]=[CH:32][C:27]([CH2:26][C@H:23]2[C@H:24]([OH:25])[C@@H:19]([NH:7][CH2:8][C:9]3[CH:14]=[CH:13][CH:12]=[C:11]([C:15]([CH3:18])([CH3:17])[CH3:16])[CH:10]=3)[CH2:20][S:21](=[O:38])(=[O:39])[CH2:22]2)=[CH:28][C:29]=1[O:34][CH2:35][CH2:36][CH3:37], predict the reactants needed to synthesize it. (2) Given the product [C:1]([O:5][C:6](=[O:31])[NH:7][C:8]1[S:9][C:10]2[CH2:19][CH2:18][C:17](=[O:20])[C:16]3[C:12](=[CH:13][N:14]([CH2:21][C:22]4[CH:23]=[CH:24][C:25]([O:28][CH3:29])=[CH:26][CH:27]=4)[N:15]=3)[C:11]=2[N:30]=1)([CH3:4])([CH3:2])[CH3:3], predict the reactants needed to synthesize it. The reactants are: [C:1]([O:5][C:6](=[O:31])[NH:7][C:8]1[S:9][C:10]2[CH:19]=[CH:18][C:17](=[O:20])[C:16]3[C:12](=[CH:13][N:14]([CH2:21][C:22]4[CH:27]=[CH:26][C:25]([O:28][CH3:29])=[CH:24][CH:23]=4)[N:15]=3)[C:11]=2[N:30]=1)([CH3:4])([CH3:3])[CH3:2]. (3) Given the product [Cl:20][C:7]1[CH:6]=[C:5]([C:10]2[CH:15]=[CH:14][CH:13]=[CH:12][C:11]=2[O:16][CH3:17])[N:4]=[C:3]([CH2:1][CH3:2])[N:8]=1, predict the reactants needed to synthesize it. The reactants are: [CH2:1]([C:3]1[NH:8][C:7](=O)[CH:6]=[C:5]([C:10]2[CH:15]=[CH:14][CH:13]=[CH:12][C:11]=2[O:16][CH3:17])[N:4]=1)[CH3:2].P(Cl)(Cl)([Cl:20])=O.